This data is from Catalyst prediction with 721,799 reactions and 888 catalyst types from USPTO. The task is: Predict which catalyst facilitates the given reaction. (1) Reactant: [Cl:1][CH2:2][CH2:3][CH2:4][CH2:5][CH:6]([NH:10][C:11]([C:13]1[CH:18]=[CH:17][C:16]([CH3:19])=[CH:15][CH:14]=1)=[O:12])[C:7]([OH:9])=O.[C:20](OC(=O)CC)(=O)[CH2:21]C.O. Product: [Cl:1][CH2:2][CH2:3][CH2:4][CH2:5][CH:6]([NH:10][C:11]([C:13]1[CH:18]=[CH:17][C:16]([CH3:19])=[CH:15][CH:14]=1)=[O:12])[C:7](=[O:9])[CH2:20][CH3:21]. The catalyst class is: 17. (2) Reactant: [F:1][C:2]([F:16])([F:15])[CH2:3][O:4][C:5]1[C:10]2[C:11]([OH:14])=[N:12][O:13][C:9]=2[CH:8]=[CH:7][CH:6]=1.O[CH2:18][CH:19]1[CH2:24][CH2:23][N:22]([C:25]([O:27][C:28]([CH3:31])([CH3:30])[CH3:29])=[O:26])[CH2:21][CH2:20]1.C(P(=C(C(OC)=O)C(OC)=O)(CCCC)CCCC)CCC. Product: [F:16][C:2]([F:1])([F:15])[CH2:3][O:4][C:5]1[C:10]2[C:11]([O:14][CH2:18][CH:19]3[CH2:24][CH2:23][N:22]([C:25]([O:27][C:28]([CH3:29])([CH3:31])[CH3:30])=[O:26])[CH2:21][CH2:20]3)=[N:12][O:13][C:9]=2[CH:8]=[CH:7][CH:6]=1. The catalyst class is: 11.